This data is from Peptide-MHC class I binding affinity with 185,985 pairs from IEDB/IMGT. The task is: Regression. Given a peptide amino acid sequence and an MHC pseudo amino acid sequence, predict their binding affinity value. This is MHC class I binding data. (1) The peptide sequence is KETINEEAA. The MHC is HLA-A68:02 with pseudo-sequence HLA-A68:02. The binding affinity (normalized) is 0. (2) The binding affinity (normalized) is 0.0847. The MHC is HLA-B15:02 with pseudo-sequence HLA-B15:02. The peptide sequence is LQLARDGMF. (3) The peptide sequence is NTQGYFPDWQ. The MHC is HLA-A02:01 with pseudo-sequence HLA-A02:01. The binding affinity (normalized) is 0.